This data is from Catalyst prediction with 721,799 reactions and 888 catalyst types from USPTO. The task is: Predict which catalyst facilitates the given reaction. (1) Reactant: [Br:1][C:2]1[C:10]([OH:11])=[CH:9][CH:8]=[C:7]2[C:3]=1[CH:4]=[N:5][NH:6]2.[O:12]1[CH:17]=[CH:16][CH2:15][CH2:14][CH2:13]1.N1[CH:23]=[CH:22][CH:21]=[CH:20][CH:19]=1.[C:21]1(C)[CH:22]=[CH:23]C(S(O)(=[O:31])=[O:31])=[CH:19][CH:20]=1.C(=O)([O-])O.[Na+]. Product: [Br:1][C:2]1[C:10]([O:11][CH:17]2[CH2:16][CH2:15][CH2:14][CH2:13][O:12]2)=[CH:9][CH:8]=[C:7]2[C:3]=1[CH:4]=[N:5][N:6]2[CH:23]1[CH2:22][CH2:21][CH2:20][CH2:19][O:31]1. The catalyst class is: 4. (2) Reactant: [Br:1][C:2]1[N:7]=[C:6]([NH:8][C:9]2[CH:14]=[C:13]([C:15]([F:18])([F:17])[F:16])[CH:12]=[CH:11][N:10]=2)[CH:5]=[C:4]([N+:19]([O-])=O)[CH:3]=1. Product: [Br:1][C:2]1[N:7]=[C:6]([NH:8][C:9]2[CH:14]=[C:13]([C:15]([F:17])([F:16])[F:18])[CH:12]=[CH:11][N:10]=2)[CH:5]=[C:4]([NH2:19])[CH:3]=1. The catalyst class is: 180. (3) Reactant: [Cl-].[OH:2][NH3+:3].C(N(CC)CC)C.[C:11]([O:15][C:16](=[O:26])[NH:17][C:18]1[CH:23]=[CH:22][C:21]([C:24]#[N:25])=[CH:20][CH:19]=1)([CH3:14])([CH3:13])[CH3:12]. Product: [OH:2][N:3]=[C:24]([C:21]1[CH:20]=[CH:19][C:18]([NH:17][C:16](=[O:26])[O:15][C:11]([CH3:13])([CH3:12])[CH3:14])=[CH:23][CH:22]=1)[NH2:25]. The catalyst class is: 8. (4) Reactant: [OH:1][CH2:2][C:3]([C:5]1[CH:10]=[CH:9][CH:8]=[CH:7][CH:6]=1)=[O:4].CCCCCC. Product: [C:5]1([C@H:3]([OH:4])[CH2:2][OH:1])[CH:10]=[CH:9][CH:8]=[CH:7][CH:6]=1. The catalyst class is: 41. (5) Reactant: [CH3:1][O:2][C:3](=[O:28])[C@@H:4]([O:6][C:7]1[CH:8]=[C:9]([CH:25]=[CH:26][CH:27]=1)[CH2:10][N:11]1[C:19]2[C:14](=[CH:15][C:16]([C:20]([OH:22])=O)=[CH:17][CH:18]=2)[C:13]([CH3:23])=[C:12]1[CH3:24])[CH3:5].[CH:29]([O:32][C:33]1[CH:34]=[C:35]([C@@H:39]([NH2:41])[CH3:40])[CH:36]=[CH:37][CH:38]=1)([CH3:31])[CH3:30].CCN(C(C)C)C(C)C.CN(C(ON1N=NC2C=CC=NC1=2)=[N+](C)C)C.F[P-](F)(F)(F)(F)F. Product: [CH:29]([O:32][C:33]1[CH:34]=[C:35]([C@@H:39]([NH:41][C:20]([C:16]2[CH:15]=[C:14]3[C:19](=[CH:18][CH:17]=2)[N:11]([CH2:10][C:9]2[CH:8]=[C:7]([CH:27]=[CH:26][CH:25]=2)[O:6][C@@H:4]([CH3:5])[C:3]([O:2][CH3:1])=[O:28])[C:12]([CH3:24])=[C:13]3[CH3:23])=[O:22])[CH3:40])[CH:36]=[CH:37][CH:38]=1)([CH3:31])[CH3:30]. The catalyst class is: 2. (6) Reactant: [CH3:1][O:2][C:3]1[CH:8]=[CH:7][C:6]([C:9]2[S:13][C:12]([NH:14][C:15]3[CH:20]=[CH:19][C:18]([O:21][CH2:22][CH2:23][N:24]4[CH2:28]CC[CH2:25]4)=[CH:17][CH:16]=3)=[N:11][CH:10]=2)=[CH:5][CH:4]=1.CN(C)CCOC1C=CC(NC(N)=S)=CC=1. Product: [CH3:25][N:24]([CH3:28])[CH2:23][CH2:22][O:21][C:18]1[CH:17]=[CH:16][C:15]([NH:14][C:12]2[S:13][C:9]([C:6]3[CH:7]=[CH:8][C:3]([O:2][CH3:1])=[CH:4][CH:5]=3)=[CH:10][N:11]=2)=[CH:20][CH:19]=1. The catalyst class is: 61.